Predict the product of the given reaction. From a dataset of Forward reaction prediction with 1.9M reactions from USPTO patents (1976-2016). (1) Given the reactants CC(C1C=C(C(C)C)C(C2C=CC=CC=2P(C2CCCCC2)C2CCCCC2)=C(C(C)C)C=1)C.Br[C:36]1[C:40]2=[N:41][CH:42]=[CH:43][CH:44]=[C:39]2[NH:38][CH:37]=1.[CH3:45][O:46][CH2:47][O:48][C:49]1[CH:54]=[CH:53][C:52](B2OC(C)(C)C(C)(C)O2)=[CH:51][CH:50]=1.C([O-])([O-])=O.[Cs+].[Cs+], predict the reaction product. The product is: [CH3:45][O:46][CH2:47][O:48][C:49]1[CH:54]=[CH:53][C:52]([C:36]2[C:40]3=[N:41][CH:42]=[CH:43][CH:44]=[C:39]3[NH:38][CH:37]=2)=[CH:51][CH:50]=1. (2) Given the reactants [NH2:1][C:2]1([CH2:6][NH:7][C:8]2[C:17]3[C:12](=[CH:13][CH:14]=[C:15]([CH3:18])[CH:16]=3)[N:11]=[C:10]([N:19]3[CH2:25][C:24]4[CH:26]=[CH:27][CH:28]=[CH:29][C:23]=4[S:22](=[O:31])(=[O:30])[CH2:21][CH2:20]3)[CH:9]=2)[CH2:5][O:4][CH2:3]1.[CH:32](=O)[CH3:33].C(O)(=O)C.C([BH3-])#N.[Na+], predict the reaction product. The product is: [O:30]=[S:22]1(=[O:31])[C:23]2[CH:29]=[CH:28][CH:27]=[CH:26][C:24]=2[CH2:25][N:19]([C:10]2[CH:9]=[C:8]([NH:7][CH2:6][C:2]3([NH:1][CH2:32][CH3:33])[CH2:5][O:4][CH2:3]3)[C:17]3[C:12](=[CH:13][CH:14]=[C:15]([CH3:18])[CH:16]=3)[N:11]=2)[CH2:20][CH2:21]1. (3) Given the reactants [C:1]([NH2:11])(=[O:10])[CH:2]=[CH:3][C:4]1[CH:9]=[CH:8][CH:7]=[CH:6][CH:5]=1.C([O-])(O)=O.[Na+].C([CH:19](Br)[C:20](=O)[C:21]([O-:23])=[O:22])C.[CH2:26]1COC[CH2:27]1, predict the reaction product. The product is: [CH:2](/[C:1]1[O:10][CH:19]=[C:20]([C:21]([O:23][CH2:26][CH3:27])=[O:22])[N:11]=1)=[CH:3]\[C:4]1[CH:5]=[CH:6][CH:7]=[CH:8][CH:9]=1. (4) Given the reactants [CH:1]([C@@H:4]1[NH:10][CH2:9][C:8]2[CH:11]=[CH:12][C:13]([C:15]([O:17][CH3:18])=[O:16])=[CH:14][C:7]=2[O:6][CH2:5]1)([CH3:3])[CH3:2].[H-].[Na+].Br[CH2:22][C:23]1[CH:28]=[CH:27][C:26]([O:29][CH3:30])=[CH:25][CH:24]=1, predict the reaction product. The product is: [CH:1]([C@@H:4]1[N:10]([CH2:22][C:23]2[CH:28]=[CH:27][C:26]([O:29][CH3:30])=[CH:25][CH:24]=2)[CH2:9][C:8]2[CH:11]=[CH:12][C:13]([C:15]([O:17][CH3:18])=[O:16])=[CH:14][C:7]=2[O:6][CH2:5]1)([CH3:3])[CH3:2]. (5) Given the reactants [Cl:1][C:2]1[C:7]([C:8]([O:10][CH2:11][CH3:12])=[O:9])=[C:6]([F:13])[C:5]([CH2:14][NH:15][C:16](=[O:22])[C:17]([CH3:21])([CH3:20])[CH2:18]O)=[CH:4][CH:3]=1.C(N(S(F)(F)[F:29])CC)C, predict the reaction product. The product is: [Cl:1][C:2]1[C:7]([C:8]([O:10][CH2:11][CH3:12])=[O:9])=[C:6]([F:13])[C:5]([CH2:14][NH:15][C:16](=[O:22])[C:17]([CH3:21])([CH3:20])[CH2:18][F:29])=[CH:4][CH:3]=1.